Dataset: Catalyst prediction with 721,799 reactions and 888 catalyst types from USPTO. Task: Predict which catalyst facilitates the given reaction. (1) Reactant: Cl[C:2]1[C:11]2=[N:12][N:13](CC3C=CC(OC)=CC=3)[CH:14]=[C:10]2[C:9]2[CH:8]=[C:7]([O:24][CH3:25])[CH:6]=[CH:5][C:4]=2[N:3]=1.[O:26]1[CH2:31][CH2:30][N:29]([CH2:32][CH2:33][C:34]2[CH:40]=[CH:39][C:37]([NH2:38])=[CH:36][CH:35]=2)[CH2:28][CH2:27]1.Cl. Product: [CH3:25][O:24][C:7]1[CH:6]=[CH:5][C:4]2[N:3]=[C:2]([NH:38][C:37]3[CH:39]=[CH:40][C:34]([CH2:33][CH2:32][N:29]4[CH2:28][CH2:27][O:26][CH2:31][CH2:30]4)=[CH:35][CH:36]=3)[C:11]3=[N:12][NH:13][CH:14]=[C:10]3[C:9]=2[CH:8]=1. The catalyst class is: 71. (2) Reactant: F[C:2](F)(F)[C:3]([OH:5])=O.[NH2:8][CH2:9][C:10]1[N:15]=[C:14]([C:16]2[S:17][C:18]3[CH:26]=[CH:25][CH:24]=[CH:23][C:19]=3[C:20](=[O:22])[N:21]=2)[CH:13]=[CH:12][CH:11]=1.C(Cl)(=O)C.C(OCC)(=O)C.O1CCCC1. Product: [O:22]=[C:20]1[C:19]2[CH:23]=[CH:24][CH:25]=[CH:26][C:18]=2[S:17][C:16]([C:14]2[N:15]=[C:10]([CH2:9][NH:8][C:3](=[O:5])[CH3:2])[CH:11]=[CH:12][CH:13]=2)=[N:21]1. The catalyst class is: 395. (3) Reactant: [NH2:1][CH:2]([OH:5])[CH2:3][CH3:4].[C:6]([O:10][C:11](O[C:11]([O:10][C:6]([CH3:9])([CH3:8])[CH3:7])=[O:12])=[O:12])([CH3:9])([CH3:8])[CH3:7]. Product: [C:6]([O:10][C:11]([C:2]([NH2:1])([OH:5])[CH2:3][CH3:4])=[O:12])([CH3:9])([CH3:8])[CH3:7]. The catalyst class is: 4. (4) Reactant: [C:1]([NH:9][C:10]1[CH:11]=[C:12]([CH:17]2[C:26]([CH3:28])([CH3:27])[CH2:25][C:24]3[C:19](=[CH:20][CH:21]=[C:22]([C:29]([O:31]C)=[O:30])[CH:23]=3)[NH:18]2)[CH:13]=[CH:14][C:15]=1[F:16])(=[O:8])[C:2]1[CH:7]=[CH:6][CH:5]=[CH:4][CH:3]=1.[OH-].[Na+]. Product: [C:1]([NH:9][C:10]1[CH:11]=[C:12]([CH:17]2[C:26]([CH3:28])([CH3:27])[CH2:25][C:24]3[C:19](=[CH:20][CH:21]=[C:22]([C:29]([OH:31])=[O:30])[CH:23]=3)[NH:18]2)[CH:13]=[CH:14][C:15]=1[F:16])(=[O:8])[C:2]1[CH:7]=[CH:6][CH:5]=[CH:4][CH:3]=1. The catalyst class is: 24. (5) Reactant: O[Li].O.C[O:5][C:6](=[O:41])[C:7]1[CH:12]=[CH:11][CH:10]=[C:9]([C:13]2[CH:17]=[C:16]([C:18](=[O:40])[NH:19][CH2:20][C:21](=[O:39])[N:22]3[CH2:27][CH2:26][CH:25]([O:28][C:29]4[CH:34]=[CH:33][CH:32]=[C:31]([C:35]([F:38])([F:37])[F:36])[CH:30]=4)[CH2:24][CH2:23]3)[NH:15][N:14]=2)[CH:8]=1.C(C1C=C(C=CC=1)C(OC)=O)(=O)C.N1C=CC=N1. Product: [O:39]=[C:21]([N:22]1[CH2:23][CH2:24][CH:25]([O:28][C:29]2[CH:34]=[CH:33][CH:32]=[C:31]([C:35]([F:36])([F:37])[F:38])[CH:30]=2)[CH2:26][CH2:27]1)[CH2:20][NH:19][C:18]([C:16]1[CH:17]=[C:13]([C:9]2[CH:8]=[C:7]([CH:12]=[CH:11][CH:10]=2)[C:6]([OH:41])=[O:5])[NH:14][N:15]=1)=[O:40]. The catalyst class is: 87. (6) Reactant: [S:1]1[C:5]2[CH:6]=[C:7]([NH:10][C:11]3[CH:29]=[C:28]([NH:30][CH:31]([CH3:33])[CH3:32])[C:14]([C:15]([NH:17][CH:18]4[CH2:27][CH2:26][C:21]5(OCC[O:22]5)[CH2:20][CH2:19]4)=[O:16])=[CH:13][N:12]=3)[CH:8]=[CH:9][C:4]=2[N:3]=[CH:2]1.Cl.[OH-].[Na+].CCOC(C)=O. Product: [S:1]1[C:5]2[CH:6]=[C:7]([NH:10][C:11]3[CH:29]=[C:28]([NH:30][CH:31]([CH3:33])[CH3:32])[C:14]([C:15]([NH:17][CH:18]4[CH2:19][CH2:20][C:21](=[O:22])[CH2:26][CH2:27]4)=[O:16])=[CH:13][N:12]=3)[CH:8]=[CH:9][C:4]=2[N:3]=[CH:2]1. The catalyst class is: 10. (7) Reactant: [C:1]([O:5][C:6](=[O:11])[NH:7][CH2:8][CH2:9][OH:10])([CH3:4])([CH3:3])[CH3:2].C1(P(C2C=CC=CC=2)C2C=CC=CC=2)C=CC=CC=1.[CH3:31][O:32][C:33]1[CH:38]=[CH:37][CH:36]=[CH:35][C:34]=1O.N(C(OCC)=O)=NC(OCC)=O. Product: [C:1]([O:5][C:6](=[O:11])[NH:7][CH2:8][CH2:9][O:10][C:34]1[CH:35]=[CH:36][CH:37]=[CH:38][C:33]=1[O:32][CH3:31])([CH3:4])([CH3:2])[CH3:3]. The catalyst class is: 1. (8) Reactant: [O:1]1[CH2:6][CH2:5][CH2:4][CH2:3][CH:2]1[N:7]1[CH:11]=[C:10](B2OC(C)(C)C(C)(C)O2)[CH:9]=[N:8]1.Br[C:22]1[CH:23]=[C:24]2[C:28](=[CH:29][CH:30]=1)[N:27]([CH2:31][CH:32]1[CH2:37][CH2:36][N:35]([C:38]([O:40][CH2:41][C:42]3[CH:47]=[CH:46][CH:45]=[CH:44][CH:43]=3)=[O:39])[CH2:34][CH2:33]1)[CH:26]=[CH:25]2.C(=O)([O-])[O-].[K+].[K+].ClCCl. Product: [O:1]1[CH2:6][CH2:5][CH2:4][CH2:3][CH:2]1[N:7]1[CH:11]=[CH:10][C:9]([C:22]2[CH:23]=[C:24]3[C:28](=[CH:29][CH:30]=2)[N:27]([CH2:31][CH:32]2[CH2:33][CH2:34][N:35]([C:38]([O:40][CH2:41][C:42]4[CH:47]=[CH:46][CH:45]=[CH:44][CH:43]=4)=[O:39])[CH2:36][CH2:37]2)[CH:26]=[CH:25]3)=[N:8]1. The catalyst class is: 18.